Dataset: Catalyst prediction with 721,799 reactions and 888 catalyst types from USPTO. Task: Predict which catalyst facilitates the given reaction. (1) Reactant: [Br:1][C:2]1[C:3]([I:21])=[C:4]2[N:10]=[C:9]([C:11]3[CH:20]=[CH:19][C:14]([C:15]([O:17]C)=[O:16])=[CH:13][CH:12]=3)[NH:8][C:5]2=[N:6][CH:7]=1.O.[OH-].[Li+].Cl. Product: [Br:1][C:2]1[C:3]([I:21])=[C:4]2[N:10]=[C:9]([C:11]3[CH:20]=[CH:19][C:14]([C:15]([OH:17])=[O:16])=[CH:13][CH:12]=3)[NH:8][C:5]2=[N:6][CH:7]=1. The catalyst class is: 20. (2) Reactant: [C:1]1([CH:7]([C:21]2[CH:26]=[CH:25][CH:24]=[CH:23][CH:22]=2)[O:8][C:9]2[CH:14]=[CH:13][C:12]([CH2:15]O)=[CH:11][C:10]=2[CH2:17][CH:18]([CH3:20])[CH3:19])[CH:6]=[CH:5][CH:4]=[CH:3][CH:2]=1.[F:27][C:28]1[CH:33]=[C:32]([NH:34][S:35]([C:38]2[CH:43]=[CH:42][CH:41]=[CH:40][C:39]=2[N+:44]([O-:46])=[O:45])(=[O:37])=[O:36])[CH:31]=[CH:30][C:29]=1[CH2:47][CH2:48][C:49]([O:51][CH2:52][CH3:53])=[O:50].C1(P(C2C=CC=CC=2)C2C=CC=CC=2)C=CC=CC=1.N(C(OCC)=O)=NC(OCC)=O. Product: [C:1]1([CH:7]([C:21]2[CH:26]=[CH:25][CH:24]=[CH:23][CH:22]=2)[O:8][C:9]2[CH:14]=[CH:13][C:12]([CH2:15][N:34]([S:35]([C:38]3[CH:43]=[CH:42][CH:41]=[CH:40][C:39]=3[N+:44]([O-:46])=[O:45])(=[O:36])=[O:37])[C:32]3[CH:31]=[CH:30][C:29]([CH2:47][CH2:48][C:49]([O:51][CH2:52][CH3:53])=[O:50])=[C:28]([F:27])[CH:33]=3)=[CH:11][C:10]=2[CH2:17][CH:18]([CH3:20])[CH3:19])[CH:6]=[CH:5][CH:4]=[CH:3][CH:2]=1. The catalyst class is: 7. (3) Reactant: Cl.Cl.[NH2:3][C@H:4]([CH2:22][OH:23])[CH2:5][C:6]1[CH:21]=[CH:20][C:9]([O:10][C:11]2[N:19]=[CH:18][CH:17]=[CH:16][C:12]=2[C:13]([NH2:15])=[O:14])=[CH:8][CH:7]=1.[O:24]1[C@H:26]([CH2:27][O:28][C:29]2[CH:34]=[CH:33][CH:32]=[CH:31][C:30]=2[Cl:35])[CH2:25]1.C(N(CC)C(C)C)(C)C. Product: [OH:23][CH2:22][C@@H:4]([NH:3][CH2:25][C@H:26]([OH:24])[CH2:27][O:28][C:29]1[CH:34]=[CH:33][CH:32]=[CH:31][C:30]=1[Cl:35])[CH2:5][C:6]1[CH:7]=[CH:8][C:9]([O:10][C:11]2[N:19]=[CH:18][CH:17]=[CH:16][C:12]=2[C:13]([NH2:15])=[O:14])=[CH:20][CH:21]=1. The catalyst class is: 8. (4) Reactant: C(OC([N:8]([CH:17]1[CH2:26][CH2:25][C:24]2[C:19](=[CH:20][C:21]([C:27]#[N:28])=[CH:22][CH:23]=2)[CH2:18]1)[CH2:9][CH2:10][NH:11][CH2:12][C:13](OC)=[O:14])=O)(C)(C)C. Product: [O:14]=[C:13]1[CH2:12][NH:11][CH2:10][CH2:9][N:8]1[CH:17]1[CH2:18][C:19]2[CH:20]=[C:21]([C:27]#[N:28])[CH:22]=[CH:23][C:24]=2[CH2:25][CH2:26]1. The catalyst class is: 157. (5) Reactant: FC1C=CC=CC=1C[C:5]1[CH:6]=[C:7]([CH:15]=[CH:16][C:17]=1[O:18][CH2:19][C:20]1[CH:25]=[CH:24][CH:23]=[CH:22][C:21]=1[F:26])[CH2:8][NH:9][C@H:10]([CH3:14])[C:11]([NH2:13])=[O:12].CS(O)(=O)=O. Product: [F:26][C:21]1[CH:22]=[CH:23][CH:24]=[CH:25][C:20]=1[CH2:19][O:18][C:17]1[CH:5]=[CH:6][C:7]([CH2:8][NH:9][C@H:10]([CH3:14])[C:11]([NH2:13])=[O:12])=[CH:15][CH:16]=1. The catalyst class is: 13. (6) Reactant: [Cl:1][C:2]1[C:6]2[CH:7]=[N:8][CH:9]=[CH:10][C:5]=2[N:4]([C:11]([O:13][CH2:14][C:15]2[CH:20]=[CH:19][CH:18]=[CH:17][CH:16]=2)=[O:12])[CH:3]=1.ClC1C=C(C=CC=1)C(OO)=[O:26].C(=O)(O)[O-].[Na+]. The catalyst class is: 4. Product: [Cl:1][C:2]1[C:6]2[CH:7]=[N+:8]([O-:26])[CH:9]=[CH:10][C:5]=2[N:4]([C:11]([O:13][CH2:14][C:15]2[CH:20]=[CH:19][CH:18]=[CH:17][CH:16]=2)=[O:12])[CH:3]=1. (7) Reactant: C(=O)([O-])[O-].[K+].[K+].C[Si]([C:11]#[C:12][C:13]1[CH:14]=[C:15]([CH:18]=[CH:19][CH:20]=1)[C:16]#[N:17])(C)C.Cl. Product: [C:12]([C:13]1[CH:14]=[C:15]([CH:18]=[CH:19][CH:20]=1)[C:16]#[N:17])#[CH:11]. The catalyst class is: 5.